This data is from Full USPTO retrosynthesis dataset with 1.9M reactions from patents (1976-2016). The task is: Predict the reactants needed to synthesize the given product. Given the product [CH2:1]([N:3]1[C:7]2=[N:8][C:9]([CH2:48][CH3:49])=[C:10]([CH2:19][NH:20][C:21]([C:23]3[CH:28]=[CH:27][CH:26]=[C:25]([C:29]([NH:31][CH2:32][C:33]4[CH:34]=[C:35]([C:40]5[CH:45]=[CH:44][CH:43]=[C:42]([CH2:46][N:55]6[CH2:54][CH2:53][NH:52][C@H:51]([CH3:50])[CH2:56]6)[CH:41]=5)[C:36]([F:39])=[CH:37][CH:38]=4)=[O:30])[CH:24]=3)=[O:22])[C:11]([NH:12][CH:13]3[CH2:14][CH2:15][O:16][CH2:17][CH2:18]3)=[C:6]2[CH:5]=[N:4]1)[CH3:2], predict the reactants needed to synthesize it. The reactants are: [CH2:1]([N:3]1[C:7]2=[N:8][C:9]([CH2:48][CH3:49])=[C:10]([CH2:19][NH:20][C:21]([C:23]3[CH:28]=[CH:27][CH:26]=[C:25]([C:29]([NH:31][CH2:32][C:33]4[CH:34]=[C:35]([C:40]5[CH:45]=[CH:44][CH:43]=[C:42]([CH:46]=O)[CH:41]=5)[C:36]([F:39])=[CH:37][CH:38]=4)=[O:30])[CH:24]=3)=[O:22])[C:11]([NH:12][CH:13]3[CH2:18][CH2:17][O:16][CH2:15][CH2:14]3)=[C:6]2[CH:5]=[N:4]1)[CH3:2].[CH3:50][C@@H:51]1[CH2:56][NH:55][CH2:54][CH2:53][N:52]1C(OC(C)(C)C)=O.C(O[BH-](OC(=O)C)OC(=O)C)(=O)C.[Na+].CC(O)=O.